From a dataset of Forward reaction prediction with 1.9M reactions from USPTO patents (1976-2016). Predict the product of the given reaction. (1) The product is: [CH2:17]([NH:13][C:1](=[O:11])/[CH:2]=[CH:3]/[CH2:4][CH2:5][CH2:6][CH2:7][CH2:8][CH3:9])[CH:16]([CH3:20])[CH3:15]. Given the reactants [C:1]([OH:11])(=O)/[CH:2]=[CH:3]/[CH2:4][CH2:5][CH2:6][CH2:7][CH2:8][CH3:9].O[N:13]1[C:17](=O)[CH2:16][CH2:15]C1=O.[CH:20]1(N=C=NC2CCCCC2)CCCCC1, predict the reaction product. (2) The product is: [F:1][C:2]1[C:7]([C:8]([C:9]2[CH:10]=[C:11]3[C:16](=[CH:17][CH:18]=2)[N:15]=[CH:14][CH:13]=[N:12]3)=[O:19])=[C:6]([F:20])[CH:5]=[CH:4][C:3]=1[NH:21][C:22](=[O:27])[C:23]([CH3:25])([CH3:24])[CH3:26]. Given the reactants [F:1][C:2]1[C:7]([CH:8]([OH:19])[C:9]2[CH:10]=[C:11]3[C:16](=[CH:17][CH:18]=2)[N:15]=[CH:14][CH:13]=[N:12]3)=[C:6]([F:20])[CH:5]=[CH:4][C:3]=1[NH:21][C:22](=[O:27])[C:23]([CH3:26])([CH3:25])[CH3:24], predict the reaction product. (3) Given the reactants [C:1]([C:3]1[C:4]([C:19]2[CH:41]=[CH:40][C:22]([C:23]([NH:25][C:26]3[CH:31]=[CH:30][CH:29]=[CH:28][C:27]=3[NH:32]C(=O)OC(C)(C)C)=[O:24])=[CH:21][CH:20]=2)=[N:5][CH:6]=[C:7]([CH2:9][N:10]2[CH2:15][CH2:14][N:13]([CH:16]([CH3:18])[CH3:17])[CH2:12][CH2:11]2)[CH:8]=1)#[N:2].Cl.O, predict the reaction product. The product is: [NH2:32][C:27]1[CH:28]=[CH:29][CH:30]=[CH:31][C:26]=1[NH:25][C:23](=[O:24])[C:22]1[CH:21]=[CH:20][C:19]([C:4]2[C:3]([C:1]#[N:2])=[CH:8][C:7]([CH2:9][N:10]3[CH2:15][CH2:14][N:13]([CH:16]([CH3:17])[CH3:18])[CH2:12][CH2:11]3)=[CH:6][N:5]=2)=[CH:41][CH:40]=1. (4) Given the reactants C(OC([N:11]1[CH2:16][CH2:15][CH:14]([NH:17][C:18]2[CH:23]=[CH:22][C:21]([N:24]3[CH2:28][C@H:27]([CH2:29][NH:30][C:31](=[O:33])[CH3:32])[O:26][C:25]3=[O:34])=[CH:20][C:19]=2[F:35])[CH2:13][CH2:12]1)=O)C1C=CC=CC=1, predict the reaction product. The product is: [F:35][C:19]1[CH:20]=[C:21]([N:24]2[CH2:28][C@H:27]([CH2:29][NH:30][C:31](=[O:33])[CH3:32])[O:26][C:25]2=[O:34])[CH:22]=[CH:23][C:18]=1[NH:17][CH:14]1[CH2:15][CH2:16][NH:11][CH2:12][CH2:13]1. (5) Given the reactants OCC(CO)(C)C[O:5][C:6](=[O:28])[CH2:7][C:8]1[S:9][C:10]([C:13]2[CH:18]=[CH:17][N:16]=[C:15]([NH:19][C:20]3[CH:25]=[CH:24][CH:23]=[C:22]([CH2:26][OH:27])[CH:21]=3)[N:14]=2)=[CH:11][CH:12]=1.[OH-].[Na+], predict the reaction product. The product is: [OH:27][CH2:26][C:22]1[CH:21]=[C:20]([NH:19][C:15]2[N:14]=[C:13]([C:10]3[S:9][C:8]([CH2:7][C:6]([OH:28])=[O:5])=[CH:12][CH:11]=3)[CH:18]=[CH:17][N:16]=2)[CH:25]=[CH:24][CH:23]=1. (6) Given the reactants [OH:1][C:2]1[CH:13]=[CH:12][C:5]2[CH:6]=[C:7]([C:9]([OH:11])=O)[O:8][C:4]=2[CH:3]=1.C(Cl)(=O)C(Cl)=O.Cl.[CH2:21]1[O:29][C:28]2[CH:27]=[CH:26][C:25]([CH:30]3[C:34]4[NH:35][C:36]5[CH:37]=[CH:38][CH:39]=[CH:40][C:41]=5[C:42](=[O:43])[C:33]=4[CH2:32][NH:31]3)=[CH:24][C:23]=2[O:22]1.C(N(CC)CC)C, predict the reaction product. The product is: [CH2:21]1[O:29][C:28]2[CH:27]=[CH:26][C:25]([CH:30]3[C:34]4[NH:35][C:36]5[CH:37]=[CH:38][CH:39]=[CH:40][C:41]=5[C:42](=[O:43])[C:33]=4[CH2:32][N:31]3[C:9]([C:7]3[O:8][C:4]4[CH:3]=[C:2]([OH:1])[CH:13]=[CH:12][C:5]=4[CH:6]=3)=[O:11])=[CH:24][C:23]=2[O:22]1. (7) Given the reactants [NH2:1][CH2:2][CH2:3][CH2:4][O:5][CH2:6][CH2:7][O:8][CH2:9][CH2:10][O:11][CH2:12][CH2:13][O:14][CH2:15][CH2:16][O:17][CH2:18][CH2:19][CH2:20][NH:21][C:22]1[CH:30]=[C:29]([N:31]2[C:39]3[CH2:38][C:37]([CH3:41])([CH3:40])[CH2:36][C:35](=[O:42])[C:34]=3[C:33]([CH3:43])=[N:32]2)[CH:28]=[CH:27][C:23]=1[C:24]([NH2:26])=[O:25].[I:44][C:45]1[CH:46]=[C:47]([CH:50]=[CH:51][CH:52]=1)[CH:48]=O.C(O[BH-](OC(=O)C)OC(=O)C)(=O)C.[Na+].[Cl:67][CH:68]([Cl:70])C, predict the reaction product. The product is: [CH2:68]([Cl:70])[Cl:67].[CH3:4][OH:5].[NH3:1].[I:44][C:45]1[CH:46]=[C:47]([CH2:48][NH:1][CH2:2][CH2:3][CH2:4][O:5][CH2:6][CH2:7][O:8][CH2:9][CH2:10][O:11][CH2:12][CH2:13][O:14][CH2:15][CH2:16][O:17][CH2:18][CH2:19][CH2:20][NH:21][C:22]2[CH:30]=[C:29]([N:31]3[C:39]4[CH2:38][C:37]([CH3:40])([CH3:41])[CH2:36][C:35](=[O:42])[C:34]=4[C:33]([CH3:43])=[N:32]3)[CH:28]=[CH:27][C:23]=2[C:24]([NH2:26])=[O:25])[CH:50]=[CH:51][CH:52]=1.